From a dataset of Catalyst prediction with 721,799 reactions and 888 catalyst types from USPTO. Predict which catalyst facilitates the given reaction. (1) Reactant: [C:1](=[O:4])([O-])[O-].[Na+].[Na+].Br[C:8]1[CH:39]=[CH:38][C:11]([C:12]([N:14]2[CH2:19][CH2:18][N:17]([CH2:20][CH2:21][CH2:22][N:23]3[CH2:28][CH2:27][N:26]([C:29](=[O:37])[C:30]4[CH:35]=[CH:34][C:33](Br)=[CH:32][CH:31]=4)[CH2:25][CH2:24]3)[CH2:16][CH2:15]2)=[O:13])=[CH:10][CH:9]=1.[CH:40]([O:43][C:44]1[C:49]([O:50][CH3:51])=[CH:48][C:47](B(O)O)=[CH:46][C:45]=1[O:55][CH3:56])([CH3:42])[CH3:41]. The catalyst class is: 73. Product: [CH:40]([O:43][C:44]1[C:45]([O:55][CH3:56])=[CH:46][C:47]([C:33]2[CH:32]=[CH:31][C:30]([C:29]([N:26]3[CH2:25][CH2:24][N:23]([CH2:22][CH2:21][CH2:20][N:17]4[CH2:18][CH2:19][N:14]([C:12](=[O:13])[C:11]5[CH:10]=[CH:9][C:8]([C:47]6[CH:48]=[C:49]([O:50][CH3:51])[C:44]([O:43][CH:40]([CH3:42])[CH3:41])=[C:45]([O:55][CH3:56])[CH:46]=6)=[CH:39][CH:38]=5)[CH2:15][CH2:16]4)[CH2:28][CH2:27]3)=[O:37])=[CH:35][CH:34]=2)=[CH:48][C:49]=1[O:4][CH3:1])([CH3:42])[CH3:41]. (2) Reactant: [CH:1]([C:3]1[CH:4]=[C:5]([C:9]2[CH:14]=[CH:13][C:12]([C:15]#[N:16])=[CH:11][C:10]=2[O:17][CH2:18][O:19][CH3:20])[CH:6]=[CH:7][CH:8]=1)=O.[CH3:21][NH:22][CH3:23].C([BH-](C(=O)C)C(=O)C)(=O)C. The catalyst class is: 2. Product: [CH3:21][N:22]([CH2:1][C:3]1[CH:4]=[C:5]([C:9]2[CH:14]=[CH:13][C:12]([C:15]#[N:16])=[CH:11][C:10]=2[O:17][CH2:18][O:19][CH3:20])[CH:6]=[CH:7][CH:8]=1)[CH3:23]. (3) Reactant: Br[CH2:2][C:3]1[S:7][N:6]=[C:5]([C:8]2[CH:13]=[CH:12][C:11]([Cl:14])=[CH:10][C:9]=2[O:15][CH3:16])[N:4]=1.[F:17][C:18]1[C:26]([OH:27])=[CH:25][CH:24]=[C:23]([F:28])[C:19]=1[C:20]([NH2:22])=[O:21].C(=O)([O-])[O-].[K+].[K+]. Product: [Cl:14][C:11]1[CH:12]=[CH:13][C:8]([C:5]2[N:4]=[C:3]([CH2:2][O:27][C:26]3[C:18]([F:17])=[C:19]([C:23]([F:28])=[CH:24][CH:25]=3)[C:20]([NH2:22])=[O:21])[S:7][N:6]=2)=[C:9]([O:15][CH3:16])[CH:10]=1. The catalyst class is: 3.